From a dataset of Full USPTO retrosynthesis dataset with 1.9M reactions from patents (1976-2016). Predict the reactants needed to synthesize the given product. (1) The reactants are: Cl[C:2]1[N:7]=[CH:6][N:5]=[C:4]([C:8]2[CH:9]=[CH:10][C:11]([O:16][CH:17]3[CH2:22][CH2:21][O:20][CH2:19][CH2:18]3)=[C:12]([CH:15]=2)[C:13]#[N:14])[N:3]=1.[NH2:23][C:24]1[CH:36]=[CH:35][C:27]([C:28]([NH:30][CH:31]2[CH2:34][O:33][CH2:32]2)=[O:29])=[CH:26][CH:25]=1.C(N(CC)C(C)C)(C)C. Given the product [C:13]([C:12]1[CH:15]=[C:8]([C:4]2[N:5]=[CH:6][N:7]=[C:2]([NH:23][C:24]3[CH:36]=[CH:35][C:27]([C:28]([NH:30][CH:31]4[CH2:34][O:33][CH2:32]4)=[O:29])=[CH:26][CH:25]=3)[N:3]=2)[CH:9]=[CH:10][C:11]=1[O:16][CH:17]1[CH2:22][CH2:21][O:20][CH2:19][CH2:18]1)#[N:14], predict the reactants needed to synthesize it. (2) Given the product [F:9][C:3]1[C:4]([F:8])=[CH:5][CH:6]=[CH:7][C:2]=1[C:13]#[C:12][CH2:11][CH2:10][OH:14], predict the reactants needed to synthesize it. The reactants are: Br[C:2]1[CH:7]=[CH:6][CH:5]=[C:4]([F:8])[C:3]=1[F:9].[CH2:10]([OH:14])[CH2:11][C:12]#[CH:13]. (3) Given the product [Br:9][C:10]1[CH:18]([OH:19])[C:17](=[CH:6][N:7]([CH3:3])[CH3:8])[C:16]([OH:20])=[C:15]([Br:21])[C:11]=1[C:12]([OH:14])=[O:13], predict the reactants needed to synthesize it. The reactants are: C=O.[CH2:3](O)C.[CH3:6][NH:7][CH3:8].[Br:9][C:10]1[C:18]([OH:19])=[CH:17][C:16]([OH:20])=[C:15]([Br:21])[C:11]=1[C:12]([OH:14])=[O:13]. (4) Given the product [CH:23]1([CH2:22][NH:21][C:20]([C@@H:16]2[CH2:17][CH2:18][CH2:19][N:15]2[C:13](=[O:14])[CH2:12][O:11][C:9]2[N:8]([C:27]3[CH:28]=[CH:29][CH:30]=[CH:31][CH:32]=3)[N:7]=[C:6]([C:4]([OH:5])=[O:3])[CH:10]=2)=[O:26])[CH2:24][CH2:25]1, predict the reactants needed to synthesize it. The reactants are: C([O:3][C:4]([C:6]1[CH:10]=[C:9]([O:11][CH2:12][C:13]([N:15]2[CH2:19][CH2:18][CH2:17][C@H:16]2[C:20](=[O:26])[NH:21][CH2:22][CH:23]2[CH2:25][CH2:24]2)=[O:14])[N:8]([C:27]2[CH:32]=[CH:31][CH:30]=[CH:29][CH:28]=2)[N:7]=1)=[O:5])C.[OH-].[Na+].